Dataset: Reaction yield outcomes from USPTO patents with 853,638 reactions. Task: Predict the reaction yield, written as a fraction of the theoretical maximum amount of product (1.0 means a 100% yield; for example, 0.34 means a 34% yield). (1) The product is [F:20][C:15]1[CH:16]=[CH:17][CH:18]=[CH:19][C:14]=1[N:9]1[CH:10]=[CH:11][C:12](=[O:13])[C:7]([C:5]2[N:28]([C:22]3[CH:27]=[CH:26][CH:25]=[CH:24][CH:23]=3)[N:2]=[CH:3][CH:4]=2)=[N:8]1. The reactants are C[N:2](C)[CH:3]=[CH:4][C:5]([C:7]1[C:12](=[O:13])[CH:11]=[CH:10][N:9]([C:14]2[CH:19]=[CH:18][CH:17]=[CH:16][C:15]=2[F:20])[N:8]=1)=O.[C:22]1([NH:28]N)[CH:27]=[CH:26][CH:25]=[CH:24][CH:23]=1. The yield is 0.310. The catalyst is CO. (2) The reactants are [CH3:1][C:2]1[CH:11]=[CH:10][C:9]2[C:4](=[CH:5][CH:6]=[CH:7][C:8]=2[N:12]2[CH2:17][CH2:16][N:15]([CH2:18][CH2:19][C:20]3[CH:21]=[C:22]([CH:24]=[CH:25][CH:26]=3)[NH2:23])[CH2:14][CH2:13]2)[N:3]=1.[C:27](Cl)(=[O:30])[CH2:28][CH3:29]. No catalyst specified. The product is [CH3:1][C:2]1[CH:11]=[CH:10][C:9]2[C:4](=[CH:5][CH:6]=[CH:7][C:8]=2[N:12]2[CH2:13][CH2:14][N:15]([CH2:18][CH2:19][C:20]3[CH:21]=[C:22]([NH:23][C:27](=[O:30])[CH2:28][CH3:29])[CH:24]=[CH:25][CH:26]=3)[CH2:16][CH2:17]2)[N:3]=1. The yield is 0.730. (3) The reactants are Br[C:2]1[CH:3]=[CH:4][C:5]2[O:6][CH2:7][C:8](=[O:12])[NH:9][C:10]=2[N:11]=1.[C:13]1(/[CH:19]=[CH:20]/B(O)O)[CH:18]=[CH:17][CH:16]=[CH:15][CH:14]=1.C(=O)([O-])[O-].[K+].[K+]. The catalyst is O1CCOCC1.O.C(Cl)(Cl)Cl.C1C=CC([P]([Pd]([P](C2C=CC=CC=2)(C2C=CC=CC=2)C2C=CC=CC=2)([P](C2C=CC=CC=2)(C2C=CC=CC=2)C2C=CC=CC=2)[P](C2C=CC=CC=2)(C2C=CC=CC=2)C2C=CC=CC=2)(C2C=CC=CC=2)C2C=CC=CC=2)=CC=1. The product is [CH:20](/[C:2]1[CH:3]=[CH:4][C:5]2[O:6][CH2:7][C:8](=[O:12])[NH:9][C:10]=2[N:11]=1)=[CH:19]\[C:13]1[CH:18]=[CH:17][CH:16]=[CH:15][CH:14]=1. The yield is 0.575. (4) The catalyst is O1CCCC1. The reactants are [CH3:1][C:2]1[O:6][C:5]([C:7]([O:9]C)=[O:8])=[CH:4][C:3]=1[C:11]1[N:15]([CH3:16])[N:14]=[CH:13][CH:12]=1.[Cl:17]N1C(=O)CCC1=O.[OH-].[Na+]. The yield is 0.840. The product is [Cl:17][C:12]1[CH:13]=[N:14][N:15]([CH3:16])[C:11]=1[C:3]1[CH:4]=[C:5]([C:7]([OH:9])=[O:8])[O:6][C:2]=1[CH3:1].